This data is from Peptide-MHC class II binding affinity with 134,281 pairs from IEDB. The task is: Regression. Given a peptide amino acid sequence and an MHC pseudo amino acid sequence, predict their binding affinity value. This is MHC class II binding data. (1) The MHC is DRB1_0802 with pseudo-sequence DRB1_0802. The peptide sequence is DINASFRAAMATTAN. The binding affinity (normalized) is 0.429. (2) The peptide sequence is SCGMYGLKGPDIYKG. The MHC is H-2-IAb with pseudo-sequence H-2-IAb. The binding affinity (normalized) is 0.325. (3) The peptide sequence is KASNTILPLMALLTP. The MHC is DRB3_0101 with pseudo-sequence DRB3_0101. The binding affinity (normalized) is 0.300. (4) The peptide sequence is SLQYLALVALVAPKK. The MHC is DRB1_1602 with pseudo-sequence DRB1_1602. The binding affinity (normalized) is 0.838.